This data is from Full USPTO retrosynthesis dataset with 1.9M reactions from patents (1976-2016). The task is: Predict the reactants needed to synthesize the given product. (1) Given the product [CH2:6]([N:13]1[CH2:17][CH:16]2[CH:15]([C:25](=[O:26])[C:22]3[C:21]([Br:23])=[C:20]([Br:24])[S:19][C:18]=32)[CH2:14]1)[C:7]1[CH:12]=[CH:11][CH:10]=[CH:9][CH:8]=1, predict the reactants needed to synthesize it. The reactants are: [Al+3].[Cl-].[Cl-].[Cl-].Cl.[CH2:6]([N:13]1[CH2:17][CH:16]([C:18]2[S:19][C:20]([Br:24])=[C:21]([Br:23])[CH:22]=2)[CH:15]([C:25](Cl)=[O:26])[CH2:14]1)[C:7]1[CH:12]=[CH:11][CH:10]=[CH:9][CH:8]=1. (2) Given the product [CH2:4]([O:3][C:1]#[C:2][CH2:22][C:23]1[CH:28]=[CH:27][CH:26]=[CH:25][CH:24]=1)[CH3:5], predict the reactants needed to synthesize it. The reactants are: [CH2:1]([O:3][C:4]#[CH:5])[CH3:2].C([Li])CCC.CN(P(N(C)C)(N(C)C)=O)C.[CH2:22](Br)[C:23]1[CH:28]=[CH:27][CH:26]=[CH:25][CH:24]=1. (3) The reactants are: [CH3:1][C:2]([S:21]([CH3:24])(=[O:23])=[O:22])([CH2:8][CH2:9][C:10]1[CH:15]=[CH:14][C:13]([N:16]2[CH:20]=[CH:19][CH:18]=[N:17]2)=[CH:12][CH:11]=1)[C:3]([O:5]CC)=[O:4].O.[OH-].[Li+].O. Given the product [CH3:1][C:2]([S:21]([CH3:24])(=[O:22])=[O:23])([CH2:8][CH2:9][C:10]1[CH:11]=[CH:12][C:13]([N:16]2[CH:20]=[CH:19][CH:18]=[N:17]2)=[CH:14][CH:15]=1)[C:3]([OH:5])=[O:4], predict the reactants needed to synthesize it. (4) Given the product [Br:1][C:2]1[CH:15]=[C:14]2[C:9]([CH:10]=[CH:11][N:12]([C@@H:17]3[C@@H:18]([OH:23])[CH2:19][O:31][CH2:21][CH2:22]3)[C:13]2=[O:16])=[C:8]2[C:3]=1[CH:4]=[CH:5][CH:6]=[N:7]2, predict the reactants needed to synthesize it. The reactants are: [Br:1][C:2]1[CH:15]=[C:14]2[C:9]([CH:10]=[CH:11][N:12]([C@H:17]3[CH2:22][CH2:21]C[CH2:19][C@@H:18]3[OH:23])[C:13]2=[O:16])=[C:8]2[C:3]=1[CH:4]=[CH:5][CH:6]=[N:7]2.N[C@H]1CCCC[C@@H]1[OH:31]. (5) Given the product [CH:33]([NH:36][C:15]([C@@H:12]1[CH2:11][CH2:10][C@H:9]([NH:8][C:6](=[O:7])[O:5][C:1]([CH3:2])([CH3:3])[CH3:4])[CH2:14][CH2:13]1)=[O:17])([CH3:35])[CH3:34], predict the reactants needed to synthesize it. The reactants are: [C:1]([O:5][C:6]([NH:8][C@@H:9]1[CH2:14][CH2:13][C@H:12]([C:15]([OH:17])=O)[CH2:11][CH2:10]1)=[O:7])([CH3:4])([CH3:3])[CH3:2].C(N1C=CN=C1)(N1C=CN=C1)=O.C(=O)=O.[CH:33]([NH2:36])([CH3:35])[CH3:34]. (6) Given the product [CH3:1][O:2][CH2:3][O:4][C:5]1[C:10]([CH3:11])=[CH:9][C:8]([C:12]2[CH:17]=[CH:16][C:15]([C:18]([OH:20])=[O:19])=[CH:14][CH:13]=2)=[CH:7][C:6]=1[CH3:22], predict the reactants needed to synthesize it. The reactants are: [CH3:1][O:2][CH2:3][O:4][C:5]1[C:10]([CH3:11])=[CH:9][C:8]([C:12]2[CH:17]=[CH:16][C:15]([C:18]([O:20]C)=[O:19])=[CH:14][CH:13]=2)=[CH:7][C:6]=1[CH3:22].[OH-].[Na+].